This data is from Catalyst prediction with 721,799 reactions and 888 catalyst types from USPTO. The task is: Predict which catalyst facilitates the given reaction. (1) Reactant: [Cl:1][C:2]1[CH:3]=[C:4](/[CH:22]=[CH:23]/[C:24]([O:26]CC)=[O:25])[CH:5]=[N:6][C:7]=1[NH:8][CH:9]1[CH2:14][CH2:13][N:12]([CH2:15][C:16]2[CH:21]=[CH:20][N:19]=[CH:18][CH:17]=2)[CH2:11][CH2:10]1. Product: [Cl:1][C:2]1[CH:3]=[C:4](/[CH:22]=[CH:23]/[C:24]([OH:26])=[O:25])[CH:5]=[N:6][C:7]=1[NH:8][CH:9]1[CH2:14][CH2:13][N:12]([CH2:15][C:16]2[CH:21]=[CH:20][N:19]=[CH:18][CH:17]=2)[CH2:11][CH2:10]1. The catalyst class is: 36. (2) Reactant: [Cl:1][C:2]1[CH:7]=[CH:6][C:5]([N:8]([CH2:31][CH3:32])[C:9]([C@@H:11]2[C:20]3[C:15](=[CH:16][CH:17]=[CH:18][CH:19]=3)[N:14]([C:21](=[O:29])[C:22]3[CH:27]=[CH:26][C:25]([OH:28])=[CH:24][CH:23]=3)[C@@H:13]([CH3:30])[CH2:12]2)=[O:10])=[CH:4][CH:3]=1.C(=O)([O-])[O-].[K+].[K+].[CH2:39]([O:41][C:42](=[O:47])[CH2:43][CH2:44][CH2:45]Br)[CH3:40]. Product: [CH2:39]([O:41][C:42](=[O:47])[CH2:43][CH2:44][CH2:45][O:28][C:25]1[CH:24]=[CH:23][C:22]([C:21]([N:14]2[C:15]3[C:20](=[CH:19][CH:18]=[CH:17][CH:16]=3)[C@@H:11]([C:9](=[O:10])[N:8]([C:5]3[CH:4]=[CH:3][C:2]([Cl:1])=[CH:7][CH:6]=3)[CH2:31][CH3:32])[CH2:12][C@@H:13]2[CH3:30])=[O:29])=[CH:27][CH:26]=1)[CH3:40].[CH2:39]([O:41][C:42](=[O:47])[CH2:43][CH2:44][CH2:45][O:28][C:25]1[CH:24]=[CH:23][C:22]([C:21]([N:14]2[C:15]3[C:20](=[CH:19][CH:18]=[CH:17][CH:16]=3)[C@H:11]([C:9](=[O:10])[N:8]([C:5]3[CH:4]=[CH:3][C:2]([Cl:1])=[CH:7][CH:6]=3)[CH2:31][CH3:32])[CH2:12][C@@H:13]2[CH3:30])=[O:29])=[CH:27][CH:26]=1)[CH3:40]. The catalyst class is: 9. (3) Reactant: [Cl:1][C:2]1[CH:7]=[C:6](F)[CH:5]=[CH:4][C:3]=1[S:9]([C@H:12]1[CH2:16][CH2:15][N:14]([C:17]([O:19][C:20]([CH3:23])([CH3:22])[CH3:21])=[O:18])[CH2:13]1)(=[O:11])=[O:10].[CH2:24]1[NH:29][CH2:28][CH2:27][N:26]2[CH2:30][CH2:31][CH2:32][C@@H:25]12.CCN(C(C)C)C(C)C. Product: [C:20]([O:19][C:17]([N:14]1[CH2:15][CH2:16][C@H:12]([S:9]([C:3]2[CH:4]=[CH:5][C:6]([N:29]3[CH2:28][CH2:27][N:26]4[CH2:30][CH2:31][CH2:32][C@H:25]4[CH2:24]3)=[CH:7][C:2]=2[Cl:1])(=[O:11])=[O:10])[CH2:13]1)=[O:18])([CH3:23])([CH3:22])[CH3:21]. The catalyst class is: 10. (4) Reactant: [NH2:1][C:2]1[N:7]=[C:6]([Cl:8])[CH:5]=[C:4]([NH2:9])[N:3]=1.[NH:10]1[CH2:15][CH2:14][O:13][CH2:12][CH2:11]1.[N:16]([O-])=O.[Na+].C(O)(=O)C.[OH-].[Na+].[O-]S(S([O-])=O)=O.[Na+].[Na+]. Product: [ClH:8].[ClH:8].[NH2:1][C:2]1[N:7]=[C:6]([N:10]2[CH2:15][CH2:14][O:13][CH2:12][CH2:11]2)[C:5]([NH2:16])=[C:4]([NH2:9])[N:3]=1. The catalyst class is: 6. (5) Reactant: C(O[C:5](=[O:22])[NH:6][CH:7]1[CH2:11][C:10](=[O:12])[O:9][CH:8]1[O:13][CH2:14][CH2:15][C:16]1[CH:21]=[CH:20][CH:19]=[CH:18][CH:17]=1)C=C.CC1C2C(=CC=CC=2)C(C)=C2C=1C=CC1C2=CC=CC=1.[NH2:43][C:44]1[CH:64]=[CH:63][C:47]([C:48]([NH:50][CH:51]([CH3:62])[C:52]([N:54]2[CH2:58][CH2:57][CH2:56][CH:55]2C(O)=O)=[O:53])=[O:49])=[CH:46][C:45]=1[Cl:65].CCN(C(C)C)C(C)C.C1C=CC2N(O)N=NC=2C=1.C(Cl)CCl. Product: [O:12]=[C:10]1[O:9][CH:8]([O:13][CH2:14][CH2:15][C:16]2[CH:17]=[CH:18][CH:19]=[CH:20][CH:21]=2)[CH:7]([NH:6][C:5]([CH:55]2[CH2:56][CH2:57][CH2:58][N:54]2[C:52](=[O:53])[CH:51]([NH:50][C:48](=[O:49])[C:47]2[CH:63]=[CH:64][C:44]([NH2:43])=[C:45]([Cl:65])[CH:46]=2)[CH3:62])=[O:22])[CH2:11]1. The catalyst class is: 532. (6) Reactant: [Na].C(=O)(O)O.[F:6][C:7]1[CH:12]=[CH:11][C:10]([NH:13][C:14]([NH2:16])=[NH:15])=[CH:9][CH:8]=1.[O-]CC.[Na+].CCO.CN(C)/[CH:26]=[CH:27]/[C:28]([C:30]1[S:34][C:33]([C:35]([NH:37][CH2:38][C:39]2[CH:44]=[CH:43][CH:42]=[CH:41][CH:40]=2)=[O:36])=[CH:32][CH:31]=1)=O.[O-]CC.[Na+]. Product: [F:6][C:7]1[CH:8]=[CH:9][C:10]([NH:13][C:14]2[N:16]=[C:28]([C:30]3[S:34][C:33]([C:35]([NH:37][CH2:38][C:39]4[CH:40]=[CH:41][CH:42]=[CH:43][CH:44]=4)=[O:36])=[CH:32][CH:31]=3)[CH:27]=[CH:26][N:15]=2)=[CH:11][CH:12]=1. The catalyst class is: 14. (7) Reactant: Br[C:2]1[CH:3]=[C:4]([NH:9][S:10]([C:13]2[CH:18]=[CH:17][C:16]([F:19])=[CH:15][CH:14]=2)(=[O:12])=[O:11])[C:5]([Cl:8])=[N:6][CH:7]=1.C1(P(C2C3CC4C(=CC=CC=4)OC=3C=CC=2)C2C=CC=CC=2)C=CC=CC=1.CC(C)([O-])C.[Na+].[C:53](=[NH:66])([C:60]1[CH:65]=[CH:64][CH:63]=[CH:62][CH:61]=1)[C:54]1[CH:59]=[CH:58][CH:57]=[CH:56][CH:55]=1. Product: [Cl:8][C:5]1[C:4]([NH:9][S:10]([C:13]2[CH:18]=[CH:17][C:16]([F:19])=[CH:15][CH:14]=2)(=[O:12])=[O:11])=[CH:3][C:2]([N:66]=[C:53]([C:54]2[CH:59]=[CH:58][CH:57]=[CH:56][CH:55]=2)[C:60]2[CH:65]=[CH:64][CH:63]=[CH:62][CH:61]=2)=[CH:7][N:6]=1. The catalyst class is: 487. (8) Reactant: [BH4-].[Na+].[C:3]([NH:6][CH:7]([CH2:13][C:14]1[CH:19]=[N:18][CH:17]=[CH:16][N:15]=1)[C:8](OCC)=[O:9])(=[O:5])[CH3:4]. Product: [OH:9][CH2:8][CH:7]([NH:6][C:3](=[O:5])[CH3:4])[CH2:13][C:14]1[CH:19]=[N:18][CH:17]=[CH:16][N:15]=1. The catalyst class is: 40. (9) Reactant: [CH2:1]([CH:3]([CH2:18][CH2:19][CH2:20][CH3:21])[CH2:4][O:5][P:6]([O-:17])([O:8][CH2:9][CH:10]([CH2:15][CH3:16])[CH2:11][CH2:12][CH2:13][CH3:14])=[O:7])[CH3:2].[Br-].[CH3:23][N+:24]1[CH:28]=[CH:27][N:26]([CH2:29][CH2:30][CH2:31][CH2:32][CH2:33][CH2:34][CH2:35][CH2:36][CH2:37][CH3:38])[CH:25]=1.[OH-].[Na+]. Product: [CH2:1]([CH:3]([CH2:18][CH2:19][CH2:20][CH3:21])[CH2:4][O:5][P:6]([O-:17])([O:8][CH2:9][CH:10]([CH2:15][CH3:16])[CH2:11][CH2:12][CH2:13][CH3:14])=[O:7])[CH3:2].[CH3:23][N+:24]1[CH:28]=[CH:27][N:26]([CH2:29][CH2:30][CH2:31][CH2:32][CH2:33][CH2:34][CH2:35][CH2:36][CH2:37][CH3:38])[CH:25]=1. The catalyst class is: 95. (10) Reactant: C(OC(=O)[NH:7][CH2:8][CH:9]([OH:38])[CH2:10][NH:11][C:12](=[O:37])[C:13]1[CH:18]=[CH:17][C:16]([C:19]2[CH2:23][C:22]([C:28]3[CH:33]=[C:32]([Cl:34])[CH:31]=[C:30]([Cl:35])[CH:29]=3)([C:24]([F:27])([F:26])[F:25])[O:21][N:20]=2)=[CH:15][C:14]=1[CH3:36])(C)(C)C.FC(F)(F)C(O)=O. Product: [NH2:7][CH2:8][CH:9]([OH:38])[CH2:10][NH:11][C:12](=[O:37])[C:13]1[CH:18]=[CH:17][C:16]([C:19]2[CH2:23][C:22]([C:28]3[CH:29]=[C:30]([Cl:35])[CH:31]=[C:32]([Cl:34])[CH:33]=3)([C:24]([F:26])([F:27])[F:25])[O:21][N:20]=2)=[CH:15][C:14]=1[CH3:36]. The catalyst class is: 4.